This data is from Forward reaction prediction with 1.9M reactions from USPTO patents (1976-2016). The task is: Predict the product of the given reaction. (1) The product is: [CH2:13]([O:12][C:9]1[CH:10]=[CH:11][C:6]([CH2:5][CH2:4][CH2:3][CH2:2][N:20]2[CH:24]=[CH:23][N:22]=[N:21]2)=[CH:7][CH:8]=1)[C:14]1[CH:19]=[CH:18][CH:17]=[CH:16][CH:15]=1. Given the reactants I[CH2:2][CH2:3][CH2:4][CH2:5][C:6]1[CH:11]=[CH:10][C:9]([O:12][CH2:13][C:14]2[CH:19]=[CH:18][CH:17]=[CH:16][CH:15]=2)=[CH:8][CH:7]=1.[NH:20]1[CH:24]=[CH:23][N:22]=[N:21]1.C(=O)([O-])[O-].[K+].[K+], predict the reaction product. (2) Given the reactants [Br:1][C:2]1[CH:3]=[CH:4][CH:5]=[C:6]2[C:10]=1[NH:9][C:8](=[O:11])[C:7]2=O.C([O-])([O-])=O.[Cs+].[Cs+].Br[CH2:20][C:21]1[CH:26]=[CH:25][C:24]([C:27]([F:30])([F:29])[F:28])=[CH:23][CH:22]=1, predict the reaction product. The product is: [Br:1][C:2]1[CH:3]=[CH:4][CH:5]=[C:6]2[C:10]=1[N:9]([CH2:20][C:21]1[CH:22]=[CH:23][C:24]([C:27]([F:28])([F:29])[F:30])=[CH:25][CH:26]=1)[C:8](=[O:11])[CH2:7]2. (3) Given the reactants [Br:1][C:2]1[C:3]([NH2:31])=[N:4][CH:5]=[N:6][C:7]=1[N:8]1[CH2:13][CH2:12][CH:11]([C:14]2[N:15]([CH3:30])[CH:16]=[C:17](C3C=CC(F)=C(C(F)(F)F)C=3)[N:18]=2)[CH2:10][CH2:9]1.[F:32][C:33]1[CH:38]=[CH:37][C:36](C2N(C)C(C3CCNCC3)=NC=2)=[CH:35][C:34]=1[C:51]([F:54])([F:53])[F:52], predict the reaction product. The product is: [Br:1][C:2]1[C:3]([NH2:31])=[N:4][CH:5]=[N:6][C:7]=1[N:8]1[CH2:9][CH2:10][CH:11]([C:14]2[N:15]([CH3:30])[C:16]([C:36]3[CH:37]=[CH:38][C:33]([F:32])=[C:34]([C:51]([F:54])([F:53])[F:52])[CH:35]=3)=[CH:17][N:18]=2)[CH2:12][CH2:13]1. (4) Given the reactants Br[CH2:2][C:3]1[CH:12]=[C:11]2[C:6]([CH:7]=[C:8]([C:17]([O:19][CH2:20][CH3:21])=[O:18])[CH:9]([C:13]([F:16])([F:15])[F:14])[O:10]2)=[CH:5][C:4]=1[Cl:22].[CH:23]([NH:26][CH3:27])([CH3:25])[CH3:24].C(=O)([O-])[O-].[K+].[K+], predict the reaction product. The product is: [Cl:22][C:4]1[CH:5]=[C:6]2[C:11](=[CH:12][C:3]=1[CH2:2][N:26]([CH:23]([CH3:25])[CH3:24])[CH3:27])[O:10][CH:9]([C:13]([F:16])([F:15])[F:14])[C:8]([C:17]([O:19][CH2:20][CH3:21])=[O:18])=[CH:7]2. (5) Given the reactants C(OC([NH:8][CH2:9][CH2:10][CH2:11][CH2:12][CH2:13][O:14][C:15]1[C:38]([O:39][CH3:40])=[CH:37][C:18]2[C:19]3[N:24]([CH:25]([C:27]([CH3:30])([CH3:29])[CH3:28])[CH2:26][C:17]=2[CH:16]=1)[CH:23]=[C:22]([C:31]([O:33][CH2:34][CH3:35])=[O:32])[C:21](=[O:36])[CH:20]=3)=O)(C)(C)C.Cl.C([O-])(O)=O.[Na+], predict the reaction product. The product is: [NH2:8][CH2:9][CH2:10][CH2:11][CH2:12][CH2:13][O:14][C:15]1[C:38]([O:39][CH3:40])=[CH:37][C:18]2[C:19]3[N:24]([CH:25]([C:27]([CH3:30])([CH3:28])[CH3:29])[CH2:26][C:17]=2[CH:16]=1)[CH:23]=[C:22]([C:31]([O:33][CH2:34][CH3:35])=[O:32])[C:21](=[O:36])[CH:20]=3. (6) Given the reactants Cl[C:2]1[C:7]([CH:8]([CH2:13][CH2:14][CH3:15])[C:9]([O:11][CH3:12])=[O:10])=[C:6]([CH3:16])[N:5]=[C:4]([C:17]2[CH:22]=[CH:21][CH:20]=[CH:19][CH:18]=2)[N:3]=1.C(N(CC)C(C)C)(C)C.[CH3:32][C:33]1[CH:34]=[C:35](B(O)O)[CH:36]=[CH:37][C:38]=1[CH3:39], predict the reaction product. The product is: [CH3:32][C:33]1[CH:34]=[C:35]([C:2]2[C:7]([CH:8]([CH2:13][CH2:14][CH3:15])[C:9]([O:11][CH3:12])=[O:10])=[C:6]([CH3:16])[N:5]=[C:4]([C:17]3[CH:22]=[CH:21][CH:20]=[CH:19][CH:18]=3)[N:3]=2)[CH:36]=[CH:37][C:38]=1[CH3:39].